Predict the reaction yield, written as a fraction of the theoretical maximum amount of product (1.0 means a 100% yield; for example, 0.34 means a 34% yield). From a dataset of Reaction yield outcomes from USPTO patents with 853,638 reactions. The reactants are Cl.CC(C1C=[C:8](C=C(C(C)(C)C)C=1O)[C:9]([NH:11][C:12]1[CH:17]=[CH:16][C:15]([NH:18][C:19]([C:21]2[S:22][CH:23]=[CH:24][CH:25]=2)=[NH:20])=[CH:14][CH:13]=1)=O)(C)C.[CH3:34][O:35][C:36]1[CH:37]=[C:38]2[C:42](=[CH:43][CH:44]=1)[NH:41][CH:40]=[C:39]2[CH2:45][C:46]([N:48]1CCN(C2C=CC(N)=CC=2)[CH2:50][CH2:49]1)=[O:47].CC(C1C=C(C=C(C(C)(C)C)C=1O)C(NC1C=CC(N)=CC=1)=O)(C)C. No catalyst specified. The product is [CH3:34][O:35][C:36]1[CH:37]=[C:38]2[C:42](=[CH:43][CH:44]=1)[NH:41][CH:40]=[C:39]2[CH2:45][C:46]([N:48]1[CH2:8][CH2:9][N:11]([C:12]2[CH:13]=[CH:14][C:15]([NH:18][C:19]([C:21]3[S:22][CH:23]=[CH:24][CH:25]=3)=[NH:20])=[CH:16][CH:17]=2)[CH2:50][CH2:49]1)=[O:47]. The yield is 0.200.